This data is from hERG Central: cardiac toxicity at 1µM, 10µM, and general inhibition. The task is: Predict hERG channel inhibition at various concentrations. (1) The compound is CC(C(=O)NC1CCCc2ccccc21)N1CCN(Cc2ccc3c(c2)OCO3)CC1. Results: hERG_inhib (hERG inhibition (general)): blocker. (2) The compound is O=C(C1CCN(Cc2ccc(Cl)cc2)CC1)N1CCN(Cc2ccc3c(c2)OCO3)CC1. Results: hERG_inhib (hERG inhibition (general)): blocker. (3) The compound is C=CCn1cc(CN2CCC(C(=O)Nc3cccc(-c4cccc(Cl)c4)c3)CC2)c(C)n1. Results: hERG_inhib (hERG inhibition (general)): blocker. (4) The drug is COc1cc(-c2nc(CN3CCCCC3CCNC(C)=O)c(C)o2)ccc1F. Results: hERG_inhib (hERG inhibition (general)): blocker. (5) The drug is Cc1ccc(S(=O)(=O)Nc2cccc(C(=O)NCC3(N4CCCCC4)CCCCC3)c2)cc1F. Results: hERG_inhib (hERG inhibition (general)): blocker.